The task is: Predict which catalyst facilitates the given reaction.. This data is from Catalyst prediction with 721,799 reactions and 888 catalyst types from USPTO. (1) Reactant: Cl[C:2]1[N:3]=[N:4][CH:5]=[C:6]([CH3:18])[C:7]=1[C:8]1[CH:13]=[CH:12][C:11]([O:14][CH3:15])=[CH:10][C:9]=1[O:16][CH3:17].[CH3:19]B(O)O.C(=O)([O-])[O-].[Cs+].[Cs+]. Product: [CH3:17][O:16][C:9]1[CH:10]=[C:11]([O:14][CH3:15])[CH:12]=[CH:13][C:8]=1[C:7]1[C:6]([CH3:18])=[CH:5][N:4]=[N:3][C:2]=1[CH3:19]. The catalyst class is: 75. (2) Reactant: [F:1][C:2]([F:7])([F:6])[C:3]([OH:5])=[O:4].FC(F)(F)C(O)=O.[Cl:15][C:16]1[CH:17]=[N:18][C:19]2[NH:20][C:21]3[CH:22]=[CH:23][CH:24]=[C:25]([CH:46]=3)[CH2:26][CH2:27][C:28]3[CH:36]=[C:32]([NH:33][C:34]=1[N:35]=2)[CH:31]=[CH:30][C:29]=3[NH:37][C:38]([CH:40]1[CH2:45][CH2:44][NH:43][CH2:42][CH2:41]1)=[O:39].[S:47](N)([NH2:50])(=[O:49])=[O:48]. Product: [F:1][C:2]([F:7])([F:6])[C:3]([OH:5])=[O:4].[NH2:50][S:47]([N:43]1[CH2:44][CH2:45][CH:40]([C:38]([NH:37][C:29]2[CH:30]=[CH:31][C:32]3[NH:33][C:34]4[N:35]=[C:19]([NH:20][C:21]5[CH:22]=[CH:23][CH:24]=[C:25]([CH:46]=5)[CH2:26][CH2:27][C:28]=2[CH:36]=3)[N:18]=[CH:17][C:16]=4[Cl:15])=[O:39])[CH2:41][CH2:42]1)(=[O:49])=[O:48]. The catalyst class is: 12. (3) Reactant: [CH2:1]([O:8][C:9]1[C:10]([CH3:23])=[N:11][C:12]([N:16]2[C:20]([CH3:21])=[CH:19][CH:18]=[C:17]2[CH3:22])=[CH:13][C:14]=1[CH3:15])[C:2]1[CH:7]=[CH:6][CH:5]=[CH:4][CH:3]=1.Br[CH2:25][CH2:26][CH2:27][CH2:28][CH2:29][CH2:30][CH2:31][CH2:32][CH2:33][O:34][CH2:35][O:36][CH3:37].[Li]C1C=CC=CC=1. Product: [CH2:1]([O:8][C:9]1[C:10]([CH2:23][CH2:25][CH2:26][CH2:27][CH2:28][CH2:29][CH2:30][CH2:31][CH2:32][CH2:33][O:34][CH2:35][O:36][CH3:37])=[N:11][C:12]([N:16]2[C:17]([CH3:22])=[CH:18][CH:19]=[C:20]2[CH3:21])=[CH:13][C:14]=1[CH3:15])[C:2]1[CH:7]=[CH:6][CH:5]=[CH:4][CH:3]=1. The catalyst class is: 134. (4) Reactant: [F:1][C:2]([F:25])([F:24])[C:3]1[CH:4]=[C:5]([NH:9][C:10]([C:12]2[CH:13]=[C:14]3[C:19](=[CH:20][CH:21]=2)[C:18]([I:22])=[N:17][N:16]=[C:15]3I)=[O:11])[CH:6]=[CH:7][CH:8]=1.[CH3:26][O-:27].[Na+].Cl. Product: [F:1][C:2]([F:25])([F:24])[C:3]1[CH:4]=[C:5]([NH:9][C:10]([C:12]2[CH:13]=[C:14]3[C:19](=[CH:20][CH:21]=2)[C:18]([I:22])=[N:17][N:16]=[C:15]3[O:27][CH3:26])=[O:11])[CH:6]=[CH:7][CH:8]=1. The catalyst class is: 3. (5) Reactant: C(=O)([O-])[O-:2].[Ca+2:5].[CH3:6][C@@H:7]([C@@H:38]([OH:40])[CH3:39])[C@@H:8]1[O:10][C@H:9]1[CH2:11][C@@H:12]1[C@@H:17]([OH:18])[C@@H:16]([OH:19])[C@H:15]([CH2:20]/[C:21](/[CH3:37])=[CH:22]/[C:23]([O:25][CH2:26][CH2:27][CH2:28][CH2:29][CH2:30][CH2:31][CH2:32][CH2:33][C:34]([OH:36])=[O:35])=[O:24])[O:14][CH2:13]1. Product: [CH3:6][C@H:7]([C@H:8]1[C@H:9]([CH2:11][C@H:12]2[CH2:13][O:14][C@@H:15]([CH2:20]/[C:21](/[CH3:37])=[CH:22]/[C:23]([O:25][CH2:26][CH2:27][CH2:28][CH2:29][CH2:30][CH2:31][CH2:32][CH2:33][C:34]([O-:36])=[O:35])=[O:24])[C@H:16]([OH:19])[C@@H:17]2[OH:18])[O:10]1)[C@H:38]([CH3:39])[OH:40].[CH3:6][C@H:7]([C@H:8]1[C@H:9]([CH2:11][C@H:12]2[CH2:13][O:14][C@@H:15]([CH2:20]/[C:21](/[CH3:37])=[CH:22]/[C:23]([O:25][CH2:26][CH2:27][CH2:28][CH2:29][CH2:30][CH2:31][CH2:32][CH2:33][C:34]([O-:36])=[O:35])=[O:24])[C@H:16]([OH:19])[C@@H:17]2[OH:18])[O:10]1)[C@H:38]([CH3:39])[OH:40].[OH2:2].[OH2:2].[Ca+2:5]. The catalyst class is: 6. (6) The catalyst class is: 366. Reactant: [Cl:1][C:2]1[CH:11]=[CH:10][C:5]([C:6]([NH:8][CH3:9])=[O:7])=[C:4]([CH2:12]O)[CH:3]=1.C(N(CC)CC)C.CS(Cl)(=O)=O.CN(C=O)C.[N:31]([Si](C)(C)C)=[N+:32]=[N-:33]. Product: [N:31]([CH2:12][C:4]1[CH:3]=[C:2]([Cl:1])[CH:11]=[CH:10][C:5]=1[C:6]([NH:8][CH3:9])=[O:7])=[N+:32]=[N-:33].